Task: Predict the reactants needed to synthesize the given product.. Dataset: Full USPTO retrosynthesis dataset with 1.9M reactions from patents (1976-2016) (1) Given the product [N+:20]([C:23]1[CH:24]=[C:25]([CH:28]=[CH:29][CH:30]=1)[CH2:26][NH:19][CH2:18][CH2:17][NH:16][C:14]1[C:15]2[C:7]([C:1]3[CH:2]=[CH:3][CH:4]=[CH:5][CH:6]=3)=[CH:8][S:9][C:10]=2[N:11]=[CH:12][N:13]=1)([O-:22])=[O:21], predict the reactants needed to synthesize it. The reactants are: [C:1]1([C:7]2[C:15]3[C:14]([NH:16][CH2:17][CH2:18][NH2:19])=[N:13][CH:12]=[N:11][C:10]=3[S:9][CH:8]=2)[CH:6]=[CH:5][CH:4]=[CH:3][CH:2]=1.[N+:20]([C:23]1[CH:24]=[C:25]([CH:28]=[CH:29][CH:30]=1)[CH:26]=O)([O-:22])=[O:21].C(O)(=O)C.[BH4-].[Na+]. (2) The reactants are: [NH2:1][CH2:2][CH2:3][CH2:4][CH2:5][C:6]([O:8]C)=[O:7].CCN(CC)CC.[C:17]1([S:23](Cl)(=[O:25])=[O:24])[CH:22]=[CH:21][CH:20]=[CH:19][CH:18]=1.[NH4+].[Cl-].[Li+].[OH-].Cl. Given the product [C:17]1([S:23]([NH:1][CH2:2][CH2:3][CH2:4][CH2:5][C:6]([OH:8])=[O:7])(=[O:25])=[O:24])[CH:22]=[CH:21][CH:20]=[CH:19][CH:18]=1, predict the reactants needed to synthesize it. (3) Given the product [Br:1][C:2]1[N:7]=[C:6]([CH3:8])[C:5]([CH2:9][N:14]2[CH2:13][CH2:12][N:11]([C:17]([O:19][C:20]([CH3:23])([CH3:22])[CH3:21])=[O:18])[CH2:16][CH2:15]2)=[CH:4][CH:3]=1, predict the reactants needed to synthesize it. The reactants are: [Br:1][C:2]1[N:7]=[C:6]([CH3:8])[C:5]([CH:9]=O)=[CH:4][CH:3]=1.[N:11]1([C:17]([O:19][C:20]([CH3:23])([CH3:22])[CH3:21])=[O:18])[CH2:16][CH2:15][NH:14][CH2:13][CH2:12]1.ClCCl.C(O[BH-](OC(=O)C)OC(=O)C)(=O)C.[Na+]. (4) Given the product [NH2:32][C:29]1[N:30]=[CH:31][C:26]([CH2:25][N:6]([C@H:4]([CH:1]2[CH2:3][CH2:2]2)[CH3:5])[C:7](=[O:24])[CH2:8][N:9]2[C:21](=[O:22])[C@:12]3([C:20]4[C:15](=[CH:16][CH:17]=[CH:18][CH:19]=4)[CH2:14][CH2:13]3)[NH:11][C:10]2=[O:23])=[CH:27][C:28]=1[O:40][CH3:41], predict the reactants needed to synthesize it. The reactants are: [CH:1]1([C@@H:4]([N:6]([CH2:25][C:26]2[CH:27]=[C:28]([O:40][CH3:41])[C:29]([NH:32]C(=O)OC(C)(C)C)=[N:30][CH:31]=2)[C:7](=[O:24])[CH2:8][N:9]2[C:21](=[O:22])[C@:12]3([C:20]4[C:15](=[CH:16][CH:17]=[CH:18][CH:19]=4)[CH2:14][CH2:13]3)[NH:11][C:10]2=[O:23])[CH3:5])[CH2:3][CH2:2]1.C(O)(C(F)(F)F)=O. (5) Given the product [CH2:31]([N:32]([CH3:33])[CH2:2][CH2:3][CH2:4][O:5][CH2:6][C@H:7]1[CH2:12][CH2:11][C@H:10]([N:13]([CH3:27])[S:14]([C:17]2[CH:22]=[CH:21][C:20]([C:23]([F:26])([F:25])[F:24])=[CH:19][CH:18]=2)(=[O:16])=[O:15])[CH2:9][CH2:8]1)[CH:28]=[CH2:29], predict the reactants needed to synthesize it. The reactants are: Br[CH2:2][CH2:3][CH2:4][O:5][CH2:6][C@H:7]1[CH2:12][CH2:11][C@H:10]([N:13]([CH3:27])[S:14]([C:17]2[CH:22]=[CH:21][C:20]([C:23]([F:26])([F:25])[F:24])=[CH:19][CH:18]=2)(=[O:16])=[O:15])[CH2:9][CH2:8]1.[CH2:28]([CH2:31][NH2:32])[CH:29]=C.[CH3:33]C(N(C)C)=O. (6) The reactants are: B(Br)(Br)Br.[CH2:5]([O:7][C:8](=[O:36])[CH2:9][S:10][C:11]1[N:12]([C:29]2[CH:34]=[CH:33][CH:32]=[C:31]([F:35])[CH:30]=2)[C:13](=[O:28])[C:14]2[C:19]([C:20]3[CH:25]=[CH:24][CH:23]=[CH:22][C:21]=3[O:26]C)=[CH:18][S:17][C:15]=2[N:16]=1)[CH3:6]. Given the product [CH2:5]([O:7][C:8](=[O:36])[CH2:9][S:10][C:11]1[N:12]([C:29]2[CH:34]=[CH:33][CH:32]=[C:31]([F:35])[CH:30]=2)[C:13](=[O:28])[C:14]2[C:19]([C:20]3[CH:25]=[CH:24][CH:23]=[CH:22][C:21]=3[OH:26])=[CH:18][S:17][C:15]=2[N:16]=1)[CH3:6], predict the reactants needed to synthesize it. (7) Given the product [C:5]([NH2:16])(=[O:6])[C:4]1[CH:8]=[CH:9][CH:10]=[CH:2][CH:3]=1, predict the reactants needed to synthesize it. The reactants are: F[C:2]1[CH:3]=[C:4]([CH:8]=[CH:9][C:10]=1[N+]([O-])=O)[C:5](O)=[O:6].CC[N:16]=C=NCCCN(C)C.C1C=CC2N(O)N=NC=2C=1.Cl[Sn]Cl. (8) Given the product [Cl:11][C:9]1[CH:8]=[C:7]([Cl:12])[C:6]2[O:13][C@@H:2]([CH:14]([CH3:16])[CH3:15])[C:3](=[O:18])[NH:4][C:5]=2[CH:10]=1, predict the reactants needed to synthesize it. The reactants are: Br[C@H:2]([CH:14]([CH3:16])[CH3:15])[CH2:3][N-:4][C:5]1[CH:10]=[C:9]([Cl:11])[CH:8]=[C:7]([Cl:12])[C:6]=1[OH:13].C(=O)([O-])[O-:18].[K+].[K+].O. (9) Given the product [CH2:1]([NH:8][C:9](=[O:41])[NH:10][C@@H:11]([CH2:12][CH2:13][CH2:14][CH2:15][NH:16][S:17](=[O:19])(=[O:18])[NH2:20])[C:28]([NH:29][C:30]1[CH:31]=[CH:32][CH:33]=[C:34]2[C:39]=1[N:38]=[CH:37][CH:36]=[CH:35]2)=[O:40])[C:2]1[CH:7]=[CH:6][CH:5]=[CH:4][CH:3]=1, predict the reactants needed to synthesize it. The reactants are: [CH2:1]([NH:8][C:9](=[O:41])[NH:10][C@H:11]([C:28](=[O:40])[NH:29][C:30]1[CH:31]=[CH:32][CH:33]=[C:34]2[C:39]=1[N:38]=[CH:37][CH:36]=[CH:35]2)[CH2:12][CH2:13][CH2:14][CH2:15][NH:16][S:17]([NH:20]C(=O)OC(C)(C)C)(=[O:19])=[O:18])[C:2]1[CH:7]=[CH:6][CH:5]=[CH:4][CH:3]=1.S(N)(N)(=O)=O.